From a dataset of Forward reaction prediction with 1.9M reactions from USPTO patents (1976-2016). Predict the product of the given reaction. (1) Given the reactants [CH:1]1([NH:4][C:5]2[N:10]3[N:11]=[CH:12][C:13]([CH:14]=O)=[C:9]3[N:8]=[C:7]([NH:16][C:17]3[CH:24]=[CH:23][C:20]([C:21]#[N:22])=[CH:19][CH:18]=3)[CH:6]=2)[CH2:3][CH2:2]1.[NH:25]1[CH2:31][C:29](=[O:30])[NH:28][C:26]1=[O:27].N1CCCCC1, predict the reaction product. The product is: [CH:1]1([NH:4][C:5]2[N:10]3[N:11]=[CH:12][C:13](/[CH:14]=[C:31]4\[NH:25][C:26](=[O:27])[NH:28][C:29]\4=[O:30])=[C:9]3[N:8]=[C:7]([NH:16][C:17]3[CH:18]=[CH:19][C:20]([C:21]#[N:22])=[CH:23][CH:24]=3)[CH:6]=2)[CH2:2][CH2:3]1. (2) The product is: [Br:10][C:9]1[C:4]([NH:3][C:13]2[C:14](=[O:29])[N:15]([CH2:20][C:21]3[CH:22]=[CH:23][C:24]([O:27][CH3:28])=[CH:25][CH:26]=3)[CH:16]=[C:17]([Cl:19])[N:18]=2)=[N:5][CH:6]=[C:7]([CH3:11])[CH:8]=1. Given the reactants [H-].[Na+].[NH2:3][C:4]1[C:9]([Br:10])=[CH:8][C:7]([CH3:11])=[CH:6][N:5]=1.Cl[C:13]1[C:14](=[O:29])[N:15]([CH2:20][C:21]2[CH:26]=[CH:25][C:24]([O:27][CH3:28])=[CH:23][CH:22]=2)[CH:16]=[C:17]([Cl:19])[N:18]=1, predict the reaction product. (3) Given the reactants Cl[S:2]([C:5]1[CH:6]=[C:7]([C:11]([O:13][CH3:14])=[O:12])[N:8]([CH3:10])[CH:9]=1)(=[O:4])=[O:3].C(N(C(C)C)CC)(C)C.[F:24][C:25]([F:30])([F:29])[C@H:26]([NH2:28])[CH3:27], predict the reaction product. The product is: [CH3:10][N:8]1[CH:9]=[C:5]([S:2](=[O:4])(=[O:3])[NH:28][C@H:26]([CH3:27])[C:25]([F:30])([F:29])[F:24])[CH:6]=[C:7]1[C:11]([O:13][CH3:14])=[O:12]. (4) Given the reactants [OH:1][CH2:2][C@@H:3]1[C@@H:7]([O:8][Si:9]([CH:16]([CH3:18])[CH3:17])([CH:13]([CH3:15])[CH3:14])[CH:10]([CH3:12])[CH3:11])[CH2:6][C@H:5]([NH:19][C:20]2[C:25]([C:26]([C:28]3[S:29][CH:30]=[C:31]([CH2:33][C:34]4[CH:39]=[CH:38][CH:37]=[C:36]([C:40]#[C:41][Si](C)(C)C)[CH:35]=4)[CH:32]=3)=[O:27])=[CH:24][N:23]=[CH:22][N:21]=2)[CH2:4]1.C([O-])([O-])=O.[K+].[K+], predict the reaction product. The product is: [C:40]([C:36]1[CH:35]=[C:34]([CH:39]=[CH:38][CH:37]=1)[CH2:33][C:31]1[CH:32]=[C:28]([C:26]([C:25]2[C:20]([NH:19][C@H:5]3[CH2:6][C@H:7]([O:8][Si:9]([CH:13]([CH3:14])[CH3:15])([CH:16]([CH3:18])[CH3:17])[CH:10]([CH3:11])[CH3:12])[C@@H:3]([CH2:2][OH:1])[CH2:4]3)=[N:21][CH:22]=[N:23][CH:24]=2)=[O:27])[S:29][CH:30]=1)#[CH:41]. (5) The product is: [F:1][C:2]1[CH:7]=[CH:6][CH:5]=[CH:4][C:3]=1[C:8]1[CH:13]=[CH:12][N:11]=[CH:10][C:9]=1[N:14]([CH2:31][C:32]([F:34])([F:33])[F:35])[C:15](=[O:30])[C:16]1[CH:17]=[C:18]([C:26]([F:28])([F:27])[F:29])[CH:22]=[C:20]([S:37]([CH3:36])(=[O:39])=[O:38])[CH:21]=1. Given the reactants [F:1][C:2]1[CH:7]=[CH:6][CH:5]=[CH:4][C:3]=1[C:8]1[CH:13]=[CH:12][N:11]=[CH:10][C:9]=1[N:14]([CH2:31][C:32]([F:35])([F:34])[F:33])[C:15](=[O:30])[C:16]1[CH:21]=[C:20]([C:22](F)(F)F)N=[C:18]([C:26]([F:29])([F:28])[F:27])[CH:17]=1.[CH3:36][S:37](C1C=C(C=C(C(F)(F)F)C=1)C(O)=O)(=[O:39])=[O:38].F[B-](F)(F)F.BrC1C=CC=C[N+]=1CC.C(N(CC)C(C)C)(C)C, predict the reaction product. (6) Given the reactants Br[C:2]1[CH:7]=[CH:6][C:5]([O:8][CH3:9])=[CH:4][CH:3]=1.[Mg].II.[CH2:13]([O:20][C:21]1[C:26]([CH:27]=[O:28])=[C:25]([CH3:29])[CH:24]=[C:23]([CH3:30])[N:22]=1)[C:14]1[CH:19]=[CH:18][CH:17]=[CH:16][CH:15]=1.[Cl-].[NH4+], predict the reaction product. The product is: [CH2:13]([O:20][C:21]1[C:26]([CH:27]([C:2]2[CH:7]=[CH:6][C:5]([O:8][CH3:9])=[CH:4][CH:3]=2)[OH:28])=[C:25]([CH3:29])[CH:24]=[C:23]([CH3:30])[N:22]=1)[C:14]1[CH:15]=[CH:16][CH:17]=[CH:18][CH:19]=1.